From a dataset of Catalyst prediction with 721,799 reactions and 888 catalyst types from USPTO. Predict which catalyst facilitates the given reaction. (1) Reactant: C([O:9][C:10]1[N:14]([CH3:15])[N:13]=[C:12]([C:16]([CH3:19])([CH3:18])[CH3:17])[C:11]=1Br)(=O)C1C=CC=CC=1.[CH3:21][N:22]([CH3:41])[S:23]([C:26]1[CH:31]=[CH:30][C:29](B2OC(C)(C)C(C)(C)O2)=[CH:28][CH:27]=1)(=[O:25])=[O:24].C(=O)(O)[O-].[Na+]. Product: [C:16]([C:12]1[CH:11]([C:29]2[CH:28]=[CH:27][C:26]([S:23]([N:22]([CH3:41])[CH3:21])(=[O:24])=[O:25])=[CH:31][CH:30]=2)[C:10](=[O:9])[N:14]([CH3:15])[N:13]=1)([CH3:17])([CH3:18])[CH3:19]. The catalyst class is: 70. (2) Reactant: [Cl:1][C:2]1[C:6]([Cl:7])=[C:5]([CH3:8])[NH:4][C:3]=1[C:9]([NH:11][CH:12]1[CH2:17][CH2:16][N:15]([C:18]2[S:22][C:21]([C:23]([O:25]CC)=[O:24])=[N:20][N:19]=2)[CH2:14][CH2:13]1)=[O:10].[OH-].[Li+].O.Cl. Product: [Cl:1][C:2]1[C:6]([Cl:7])=[C:5]([CH3:8])[NH:4][C:3]=1[C:9]([NH:11][CH:12]1[CH2:17][CH2:16][N:15]([C:18]2[S:22][C:21]([C:23]([OH:25])=[O:24])=[N:20][N:19]=2)[CH2:14][CH2:13]1)=[O:10]. The catalyst class is: 12. (3) Reactant: [Br:1][C:2]1[C:7]([NH2:8])=[CH:6][C:5]([O:9][CH3:10])=[C:4]([F:11])[CH:3]=1.Cl.[C:13]1(Cl)[C:19](=O)C(Cl)=C(Cl)[C:15](=O)[C:14]=1Cl.C(=O)/C=C/C.[OH-].[Na+]. The catalyst class is: 6. Product: [Br:1][C:2]1[CH:3]=[C:4]([F:11])[C:5]([O:9][CH3:10])=[C:6]2[C:7]=1[N:8]=[C:14]([CH3:15])[CH:13]=[CH:19]2. (4) Reactant: [CH2:1]([C:5]1[N:6]([CH2:14][C:15]2[CH:20]=[CH:19][C:18]([C:21]3[CH:26]=[CH:25][CH:24]=[CH:23][C:22]=3[C:27]3[NH:31][N:30]=[N:29][N:28]=3)=[CH:17][CH:16]=2)[C:7]([C:11]([OH:13])=[O:12])=[C:8]([Cl:10])[N:9]=1)[CH2:2][CH2:3][CH3:4].[N+:32]([O-:46])([O:34][CH2:35][C@@H:36]([O:42][N+:43]([O-:45])=[O:44])[CH2:37][CH2:38][CH2:39][CH2:40]O)=[O:33].Cl.C(N=C=NCCCN(C)C)C.ON1C2C=CC=CC=2N=N1.CN1CCOCC1. Product: [CH2:1]([C:5]1[N:6]([CH2:14][C:15]2[CH:20]=[CH:19][C:18]([C:21]3[CH:26]=[CH:25][CH:24]=[CH:23][C:22]=3[C:27]3[NH:31][N:30]=[N:29][N:28]=3)=[CH:17][CH:16]=2)[C:7]([C:11]([O:13][CH2:40][CH2:39][CH2:38][CH2:37][C@H:36]([O:42][N+:43]([O-:45])=[O:44])[CH2:35][O:34][N+:32]([O-:46])=[O:33])=[O:12])=[C:8]([Cl:10])[N:9]=1)[CH2:2][CH2:3][CH3:4]. The catalyst class is: 4.